Dataset: Full USPTO retrosynthesis dataset with 1.9M reactions from patents (1976-2016). Task: Predict the reactants needed to synthesize the given product. Given the product [N:8]([C:4]1[S:5][C:6]([CH3:7])=[C:2]([CH3:1])[C:3]=1[C:9]1[O:13][N:12]=[C:11]([C:14]([F:16])([F:17])[F:15])[N:10]=1)=[C:19]=[O:21], predict the reactants needed to synthesize it. The reactants are: [CH3:1][C:2]1[C:3]([C:9]2[O:13][N:12]=[C:11]([C:14]([F:17])([F:16])[F:15])[N:10]=2)=[C:4]([NH2:8])[S:5][C:6]=1[CH3:7].Cl[C:19](Cl)([O:21]C(=O)OC(Cl)(Cl)Cl)Cl.